Dataset: Reaction yield outcomes from USPTO patents with 853,638 reactions. Task: Predict the reaction yield, written as a fraction of the theoretical maximum amount of product (1.0 means a 100% yield; for example, 0.34 means a 34% yield). (1) The reactants are Cl[C:2]1[N:7]=[C:6]([N:8]([C:10]2[C:11]([Cl:18])=[N:12][CH:13]=[C:14]([O:16][CH3:17])[CH:15]=2)[CH3:9])[CH:5]=[CH:4][N:3]=1.[O:19]1[CH2:24][CH2:23][N:22]([C:25]2[CH:26]=[C:27]([CH:29]=[C:30]([N:32]3[CH2:37][CH2:36][O:35][CH2:34][CH2:33]3)[CH:31]=2)[NH2:28])[CH2:21][CH2:20]1.Cl.O1CCOCC1. The catalyst is CC(O)C. The product is [Cl:18][C:11]1[C:10]([N:8]([CH3:9])[C:6]2[CH:5]=[CH:4][N:3]=[C:2]([NH:28][C:27]3[CH:26]=[C:25]([N:22]4[CH2:23][CH2:24][O:19][CH2:20][CH2:21]4)[CH:31]=[C:30]([N:32]4[CH2:37][CH2:36][O:35][CH2:34][CH2:33]4)[CH:29]=3)[N:7]=2)=[CH:15][C:14]([O:16][CH3:17])=[CH:13][N:12]=1. The yield is 0.390. (2) The reactants are [Mg].II.Br[C:5]1[S:6][CH:7]=[CH:8][C:9]=1[CH2:10][CH:11]([CH2:20][CH2:21][CH2:22][CH2:23][CH2:24][CH3:25])[CH2:12][CH2:13][CH2:14][CH2:15][CH2:16][CH2:17][CH2:18][CH3:19].[CH2:26]([Sn:30](Cl)([CH2:35][CH2:36][CH2:37][CH3:38])[CH2:31][CH2:32][CH2:33][CH3:34])[CH2:27][CH2:28][CH3:29]. The catalyst is O1CCCC1.C(OCC)C. The product is [CH2:35]([Sn:30]([CH2:26][CH2:27][CH2:28][CH3:29])([CH2:31][CH2:32][CH2:33][CH3:34])[C:5]1[S:6][CH:7]=[CH:8][C:9]=1[CH2:10][CH:11]([CH2:20][CH2:21][CH2:22][CH2:23][CH2:24][CH3:25])[CH2:12][CH2:13][CH2:14][CH2:15][CH2:16][CH2:17][CH2:18][CH3:19])[CH2:36][CH2:37][CH3:38]. The yield is 1.00. (3) No catalyst specified. The product is [CH3:12][O:13][CH2:14][CH2:15][CH2:16][NH:17][C:2]1[N:7]=[CH:6][C:5]([S:8]([NH2:11])(=[O:10])=[O:9])=[CH:4][CH:3]=1. The yield is 0.780. The reactants are Cl[C:2]1[N:7]=[CH:6][C:5]([S:8]([NH2:11])(=[O:10])=[O:9])=[CH:4][CH:3]=1.[CH3:12][O:13][CH2:14][CH2:15][CH2:16][NH2:17]. (4) The reactants are C(OC([N:8]1[CH2:13][CH2:12][N:11]([CH2:14][C:15]2[C:23]3[O:22][CH:21]=[CH:20][C:19]=3[CH:18]=[C:17]([NH2:24])[CH:16]=2)[CH2:10][CH2:9]1)=O)(C)(C)C.[CH3:25][C:26]1[CH:31]=[CH:30][CH:29]=[CH:28][C:27]=1[S:32]([Cl:35])(=[O:34])=[O:33]. No catalyst specified. The product is [ClH:35].[ClH:35].[CH3:25][C:26]1[CH:31]=[CH:30][CH:29]=[CH:28][C:27]=1[S:32]([NH:24][C:17]1[CH:16]=[C:15]([CH2:14][N:11]2[CH2:10][CH2:9][NH:8][CH2:13][CH2:12]2)[C:23]2[O:22][CH:21]=[CH:20][C:19]=2[CH:18]=1)(=[O:34])=[O:33]. The yield is 0.190. (5) The reactants are [C:1]([C:5]1[CH:11]=[CH:10][C:8]([NH2:9])=[CH:7][CH:6]=1)([CH3:4])([CH3:3])[CH3:2].[Cl:12][CH2:13][CH2:14][CH2:15][N:16]=[C:17]=[O:18]. The product is [C:1]([C:5]1[CH:6]=[CH:7][C:8]([NH:9][C:17]([NH:16][CH2:15][CH2:14][CH2:13][Cl:12])=[O:18])=[CH:10][CH:11]=1)([CH3:4])([CH3:2])[CH3:3]. The catalyst is C1(C)C=CC=CC=1. The yield is 0.310. (6) The reactants are CC[O-].[Na+].[Na].[C:6]([NH:9][C:10]1[S:11][CH:12]=[C:13]([C:15]2[CH:20]=[CH:19][C:18]([N:21]3[C:25]([Cl:26])=[CH:24][C:23]([NH:27][C:28]([NH:30][C:31]4[CH:36]=[CH:35][CH:34]=[C:33]([O:37][CH3:38])[CH:32]=4)=[O:29])=[C:22]3[C:39](OCC)=[O:40])=[CH:17][CH:16]=2)[N:14]=1)(=[O:8])[CH3:7]. The catalyst is C(O)C. The product is [Cl:26][C:25]1[N:21]([C:18]2[CH:19]=[CH:20][C:15]([C:13]3[N:14]=[C:10]([NH:9][C:6](=[O:8])[CH3:7])[S:11][CH:12]=3)=[CH:16][CH:17]=2)[C:22]2[C:39](=[O:40])[N:30]([C:31]3[CH:36]=[CH:35][CH:34]=[C:33]([O:37][CH3:38])[CH:32]=3)[C:28](=[O:29])[NH:27][C:23]=2[CH:24]=1. The yield is 0.950. (7) No catalyst specified. The reactants are [N+:1]([C:4]1[CH:5]=[CH:6][C:7]2[O:12][C@:11]([CH3:18])([CH:13]([O:16][CH3:17])[O:14][CH3:15])[C@@H:10]3[O:19][C@@H:9]3[C:8]=2[CH:20]=1)([O-:3])=[O:2].[CH3:21][C:22]1[CH:27]=[C:26]([CH3:28])[CH:25]=[CH:24][C:23]=1[NH:29][CH2:30][C:31]1[N:32]=[N:33][N:34]([CH3:36])[N:35]=1. The product is [N+:1]([C:4]1[CH:5]=[CH:6][C:7]2[O:12][C@:11]([CH3:18])([CH:13]([O:16][CH3:17])[O:14][CH3:15])[C@H:10]([OH:19])[C@@H:9]([N:29]([C:23]3[CH:24]=[CH:25][C:26]([CH3:28])=[CH:27][C:22]=3[CH3:21])[CH2:30][C:31]3[N:32]=[N:33][N:34]([CH3:36])[N:35]=3)[C:8]=2[CH:20]=1)([O-:3])=[O:2]. The yield is 0.570. (8) The reactants are C([Li])CCC.[C:6]([O:10][C:11]([N:13]1[CH2:19][CH2:18][CH2:17][N:16]([C:20]2[S:21][CH:22]=[CH:23][N:24]=2)[CH2:15][CH2:14]1)=[O:12])([CH3:9])([CH3:8])[CH3:7].[F:25][C:26]1[N:37]=[CH:36][CH:35]=[CH:34][C:27]=1[C:28](N(OC)C)=[O:29]. The catalyst is O1CCCC1. The product is [F:25][C:26]1[N:37]=[CH:36][CH:35]=[CH:34][C:27]=1[C:28]([C:22]1[S:21][C:20]([N:16]2[CH2:17][CH2:18][CH2:19][N:13]([C:11]([O:10][C:6]([CH3:9])([CH3:7])[CH3:8])=[O:12])[CH2:14][CH2:15]2)=[N:24][CH:23]=1)=[O:29]. The yield is 0.380. (9) The catalyst is CN(C)C=O. The reactants are [Br:1][C:2]1[CH:11]=[C:10]2[C:5]([N:6]=[CH:7][C:8](Cl)=[N:9]2)=[CH:4][CH:3]=1.Cl.Cl.[CH3:15][N:16]([CH3:23])[CH:17]1[CH2:22][CH2:21][CH2:20][NH:19][CH2:18]1.C(N(CC)CC)C.O. The yield is 0.990. The product is [Br:1][C:2]1[CH:11]=[C:10]2[C:5]([N:6]=[CH:7][C:8]([N:19]3[CH2:20][CH2:21][CH2:22][CH:17]([N:16]([CH3:23])[CH3:15])[CH2:18]3)=[N:9]2)=[CH:4][CH:3]=1. (10) The reactants are [Cl:1][C:2]1[CH:3]=[N:4][C:5]2[C:10]([C:11]=1[CH2:12][C:13]([O:15][CH3:16])=[O:14])=[N:9][C:8]([O:17][CH3:18])=[CH:7][CH:6]=2.[C:19](=O)([O-])[O-].[K+].[K+].C=O.C(OCC)(=O)C. The catalyst is C1CCCCC1.[Cl-].C([N+](CC)(CC)CC)C1C=CC=CC=1.O. The product is [Cl:1][C:2]1[CH:3]=[N:4][C:5]2[C:10]([C:11]=1[C:12](=[CH2:19])[C:13]([O:15][CH3:16])=[O:14])=[N:9][C:8]([O:17][CH3:18])=[CH:7][CH:6]=2. The yield is 0.890.